From a dataset of Reaction yield outcomes from USPTO patents with 853,638 reactions. Predict the reaction yield, written as a fraction of the theoretical maximum amount of product (1.0 means a 100% yield; for example, 0.34 means a 34% yield). (1) The reactants are [F:1][C:2]1[CH:3]=[C:4]2[C:9](=[CH:10][C:11]=1[F:12])[NH:8][C:7](=[O:13])[CH:6]=[N:5]2.[H-].[Na+].CS(O[CH2:21][CH2:22][N:23]1[CH2:28][CH2:27][CH:26]([NH:29][C:30]([O:32][C:33]([CH3:36])([CH3:35])[CH3:34])=[O:31])[CH2:25][CH2:24]1)(=O)=O.COC1C=C2C(C=CC(=O)N2CCN2CCC(NC(=O)OC(C)(C)C)CC2)=CC=1. The catalyst is C1(C)C=CC=CC=1.C(OCC)(=O)C. The product is [F:1][C:2]1[CH:3]=[C:4]2[C:9](=[CH:10][C:11]=1[F:12])[N:8]([CH2:21][CH2:22][N:23]1[CH2:28][CH2:27][CH:26]([NH:29][C:30](=[O:31])[O:32][C:33]([CH3:36])([CH3:35])[CH3:34])[CH2:25][CH2:24]1)[C:7](=[O:13])[CH:6]=[N:5]2. The yield is 0.230. (2) The reactants are [C:1]([C:4]1[C:22](=[O:23])[C@@:8]2([CH3:24])[C:9]3[C:15]([OH:16])=[CH:14][C:13]([O:17][CH3:18])=[C:12]([C:19]([NH2:21])=[O:20])[C:10]=3[O:11][C:7]2=[CH:6][C:5]=1[OH:25])(=[O:3])[CH3:2].[C:26]([O:29][C:30]1[CH:39]=[CH:38][C:37]2[C:32](=[CH:33][CH:34]=[CH:35][CH:36]=2)[C:31]=1[CH:40]=O)(=[O:28])[CH3:27].C([SiH](CC)CC)C.FC(F)(F)C(O)=O. The catalyst is C(#N)C. The product is [C:26]([O:29][C:30]1[CH:39]=[CH:38][C:37]2[C:32](=[CH:33][CH:34]=[CH:35][CH:36]=2)[C:31]=1[CH2:40][NH:21][C:19]([C:12]1[C:10]2[O:11][C:7]3[C@@:8]([CH3:24])([C:22](=[O:23])[C:4]([C:1](=[O:3])[CH3:2])=[C:5]([OH:25])[CH:6]=3)[C:9]=2[C:15]([OH:16])=[CH:14][C:13]=1[O:17][CH3:18])=[O:20])(=[O:28])[CH3:27]. The yield is 0.890. (3) The reactants are Br[C:2]1[CH:7]=[CH:6][C:5]([N+:8]([O-:10])=[O:9])=[C:4]([O:11][CH3:12])[C:3]=1[F:13].[CH3:14][N:15](C1C(C2C(P(C3CCCCC3)C3CCCCC3)=CC=CC=2)=CC=CC=1)C.C(OCC)(=O)C. The catalyst is CC(N(C)C)=O.[Pd].[C-]#N.[Zn+2].[C-]#N.C1C=CC(/C=C/C(/C=C/C2C=CC=CC=2)=O)=CC=1.C1C=CC(/C=C/C(/C=C/C2C=CC=CC=2)=O)=CC=1.C1C=CC(/C=C/C(/C=C/C2C=CC=CC=2)=O)=CC=1.[Pd].[Pd]. The product is [F:13][C:3]1[C:4]([O:11][CH3:12])=[C:5]([N+:8]([O-:10])=[O:9])[CH:6]=[CH:7][C:2]=1[C:14]#[N:15]. The yield is 0.870. (4) The reactants are C[O:2][C:3]1[CH:8]=[CH:7][C:6]([C:9]2[N:10]([CH3:24])[C:11](=[O:23])[N:12]([CH3:22])[C:13]=2[C:14]2[CH:19]=[CH:18][C:17]([O:20][CH3:21])=[CH:16][CH:15]=2)=[CH:5][CH:4]=1.B(Br)(Br)Br. The catalyst is C(Cl)Cl. The product is [OH:2][C:3]1[CH:4]=[CH:5][C:6]([C:9]2[N:10]([CH3:24])[C:11](=[O:23])[N:12]([CH3:22])[C:13]=2[C:14]2[CH:19]=[CH:18][C:17]([O:20][CH3:21])=[CH:16][CH:15]=2)=[CH:7][CH:8]=1. The yield is 0.660. (5) The reactants are [CH2:1]([C:3]([C:21]1[CH:28]=[CH:27][C:24]([CH:25]=O)=[C:23]([CH3:29])[CH:22]=1)([C:6]1[CH:11]=[CH:10][C:9]([O:12][CH2:13][CH:14]([OH:19])[C:15]([CH3:18])([CH3:17])[CH3:16])=[C:8]([CH3:20])[CH:7]=1)[CH2:4][CH3:5])[CH3:2].[S:30]1[CH2:34][C:33](=[O:35])[NH:32][C:31]1=[O:36].C(O)(=O)C.N1CCCCC1. The catalyst is C1(C)C=CC=CC=1. The product is [CH2:1]([C:3]([C:21]1[CH:28]=[CH:27][C:24]([CH:25]=[C:34]2[S:30][C:31](=[O:36])[NH:32][C:33]2=[O:35])=[C:23]([CH3:29])[CH:22]=1)([C:6]1[CH:11]=[CH:10][C:9]([O:12][CH2:13][CH:14]([OH:19])[C:15]([CH3:17])([CH3:18])[CH3:16])=[C:8]([CH3:20])[CH:7]=1)[CH2:4][CH3:5])[CH3:2]. The yield is 0.830. (6) The reactants are [N:1]1([CH2:6][CH2:7][O:8][C:9]2[CH:10]=[C:11]3[C:16](=[CH:17][CH:18]=2)[C:15](=[O:19])[CH2:14][CH2:13][CH2:12]3)[CH:5]=[CH:4][N:3]=[CH:2]1.[C:20]1([CH:30]=O)[C:29]2[C:24](=[CH:25][CH:26]=[CH:27][CH:28]=2)[CH:23]=[CH:22][CH:21]=1. The catalyst is [OH-].[K+].CCO. The product is [N:1]1([CH2:6][CH2:7][O:8][C:9]2[CH:10]=[C:11]3[C:16](=[CH:17][CH:18]=2)[C:15](=[O:19])[C:14](=[CH:30][C:20]2[C:29]4[C:24](=[CH:25][CH:26]=[CH:27][CH:28]=4)[CH:23]=[CH:22][CH:21]=2)[CH2:13][CH2:12]3)[CH:5]=[CH:4][N:3]=[CH:2]1. The yield is 0.880. (7) The reactants are Br[C:2]1[CH:3]=[C:4]2[C:9](=[CH:10][CH:11]=1)[N:8]=[CH:7][CH:6]=[C:5]2[S:12][CH2:13][CH3:14].C([Li])CCC.CN(C)[CH:22]=[O:23]. The catalyst is C1COCC1.[Cl-].[NH4+].C(OCC)(=O)C. The product is [CH2:13]([S:12][C:5]1[C:4]2[C:9](=[CH:10][CH:11]=[C:2]([CH:22]=[O:23])[CH:3]=2)[N:8]=[CH:7][CH:6]=1)[CH3:14]. The yield is 0.510.